This data is from Forward reaction prediction with 1.9M reactions from USPTO patents (1976-2016). The task is: Predict the product of the given reaction. (1) Given the reactants C(=O)(O)[O-:2].[Na+].Cl.NO.[CH3:9][C:10]1[N:15]=[C:14]([C:16]#[N:17])[CH:13]=[C:12]([O:18][CH:19]([CH3:24])[C:20]([F:23])([F:22])[F:21])[CH:11]=1, predict the reaction product. The product is: [CH3:9][C:10]1[N:15]=[C:14]([C:16]([NH2:17])=[O:2])[CH:13]=[C:12]([O:18][CH:19]([CH3:24])[C:20]([F:23])([F:21])[F:22])[CH:11]=1. (2) Given the reactants [BH4-].[Na+].[F:3][C:4]1[CH:12]=[CH:11][CH:10]=[C:9]2[C:5]=1[CH:6]=[CH:7][NH:8]2.Cl.[OH-].[Na+], predict the reaction product. The product is: [F:3][C:4]1[CH:12]=[CH:11][CH:10]=[C:9]2[C:5]=1[CH2:6][CH2:7][NH:8]2. (3) Given the reactants C([C@H]1C2C(=CC=C(O)C=2)OC[C@H]1NC(=O)OCC)C1C=CC=CC=1.[F:25][C:26]([F:55])([F:54])[S:27]([O:30][C:31]1[CH:32]=[C:33]2[C:38](=[CH:39][CH:40]=1)[O:37][CH2:36][CH:35]([NH:41][C:42]([O:44][CH2:45][CH3:46])=[O:43])[CH:34]2[CH2:47][C:48]1[CH:53]=[CH:52][CH:51]=[CH:50][CH:49]=1)(=[O:29])=[O:28].N1C=CC=CC=1.FC(F)(F)S(OS(C(F)(F)F)(=O)=O)(=O)=O, predict the reaction product. The product is: [F:55][C:26]([F:25])([F:54])[S:27]([O:30][C:31]1[CH:32]=[C:33]2[C:38](=[CH:39][CH:40]=1)[O:37][CH2:36][C@@H:35]([NH:41][C:42]([O:44][CH2:45][CH3:46])=[O:43])[C@H:34]2[CH2:47][C:48]1[CH:53]=[CH:52][CH:51]=[CH:50][CH:49]=1)(=[O:28])=[O:29]. (4) Given the reactants [CH3:1][N:2]1[C:10]2[C:5](=[N:6][C:7]([C@@H:17]([NH2:19])[CH3:18])=[C:8]([N:11]3[CH2:16][CH2:15][O:14][CH2:13][CH2:12]3)[CH:9]=2)[CH:4]=[CH:3]1.[Cl:20][C:21]1[C:26]([C:27]#[N:28])=[C:25](Cl)[N:24]=[C:23]([S:30][CH3:31])[N:22]=1.CCN(CC)CC, predict the reaction product. The product is: [Cl:20][C:21]1[C:26]([C:27]#[N:28])=[C:25]([NH:19][C@H:17]([C:7]2[N:6]=[C:5]3[CH:4]=[CH:3][N:2]([CH3:1])[C:10]3=[CH:9][C:8]=2[N:11]2[CH2:12][CH2:13][O:14][CH2:15][CH2:16]2)[CH3:18])[N:24]=[C:23]([S:30][CH3:31])[N:22]=1. (5) Given the reactants Br[C:2]1[C:6]2=[N:7][S:8][S:9][C:5]2=[N:4][C:3]=1Br.C[Sn](C)(C)[C:21]1[S:22][CH:23]=[C:24](CCCCCCCCCCCC)[C:20]=1C=C[C:20]1[C:24](CCCCCCCCCCCC)=[CH:23][S:22][C:21]=1[Sn](C)(C)C.[C:55]1(C)[CH:60]=[CH:59][CH:58]=[CH:57][C:56]=1P([C:55]1[CH:60]=[CH:59][CH:58]=[CH:57][C:56]=1C)[C:55]1[CH:60]=[CH:59][CH:58]=[CH:57][C:56]=1C.BrC1[S:79]C=CC=1.C([Sn](CCCC)(CCCC)C1SC=CC=1)CCC, predict the reaction product. The product is: [N:7]1[S:8][S:9][C:5]2[C:6]=1[CH:2]=[CH:3][N:4]=2.[S:79]1[CH:58]=[CH:57][CH:56]=[C:55]1[CH:60]=[CH:59][C:21]1[S:22][CH:23]=[CH:24][CH:20]=1. (6) The product is: [Br:16][C:17]1[CH:22]=[CH:3][CH:4]=[CH:5][C:6]=1[CH2:7][CH2:8][CH2:9][CH2:2][OH:27]. Given the reactants B1[CH:6]2[CH2:7][CH2:8][CH2:9][CH:2]1[CH2:3][CH2:4][CH2:5]2.CCCCCC.[Br:16][C:17]1[CH:22]=CC(C=CCC)=CC=1.[OH-:27].[Na+].OO, predict the reaction product. (7) Given the reactants [NH2:1][C:2]1[C:7]([C:8]2[O:12][N:11]=[C:10]([CH2:13][C:14]3[CH:19]=[CH:18][C:17]([OH:20])=[CH:16][CH:15]=3)[CH:9]=2)=[CH:6][C:5]([F:21])=[CH:4][N:3]=1.O1CCCC1.[OH-].[Na+].Cl[CH2:30][C:31]1[CH:36]=[CH:35][C:34]([F:37])=[CH:33][N:32]=1, predict the reaction product. The product is: [F:21][C:5]1[CH:6]=[C:7]([C:8]2[O:12][N:11]=[C:10]([CH2:13][C:14]3[CH:19]=[CH:18][C:17]([O:20][CH2:30][C:31]4[CH:36]=[CH:35][C:34]([F:37])=[CH:33][N:32]=4)=[CH:16][CH:15]=3)[CH:9]=2)[C:2]([NH2:1])=[N:3][CH:4]=1. (8) Given the reactants [CH2:1]([O:3][C:4](=[O:29])/[CH:5]=[CH:6]/[C:7]1[CH:12]=[CH:11][C:10]([O:13][CH2:14][C:15]2[CH2:24][CH2:23][CH2:22][C:17]3([CH2:21][CH2:20][CH2:19][CH2:18]3)[CH:16]=2)=[C:9]([O:25][C:26](=[O:28])[CH3:27])[CH:8]=1)[CH3:2].C1(SC2C=CC=CC=2)C=CC=CC=1.[H][H], predict the reaction product. The product is: [CH2:1]([O:3][C:4](=[O:29])[CH2:5][CH2:6][C:7]1[CH:12]=[CH:11][C:10]([O:13][CH2:14][C:15]2[CH2:24][CH2:23][CH2:22][C:17]3([CH2:18][CH2:19][CH2:20][CH2:21]3)[CH:16]=2)=[C:9]([O:25][C:26](=[O:28])[CH3:27])[CH:8]=1)[CH3:2]. (9) Given the reactants [NH2:1][CH:2]([CH2:6][C:7]1[CH:12]=[CH:11][C:10]([C:13]2[O:14][CH:15]=[C:16]([CH2:18][NH:19][C:20]3[CH:25]=[C:24]([CH3:26])[CH:23]=[CH:22][N:21]=3)[CH:17]=2)=[CH:9][CH:8]=1)[C:3]([OH:5])=[O:4].CCN(C(C)C)C(C)C.[CH3:36][C:37]1[CH:45]=[C:44]([CH3:46])[CH:43]=[C:42]([CH3:47])[C:38]=1[C:39](O)=[O:40], predict the reaction product. The product is: [CH3:26][C:24]1[CH:23]=[CH:22][N:21]=[C:20]([NH:19][CH2:18][C:16]2[CH:17]=[C:13]([C:10]3[CH:9]=[CH:8][C:7]([CH2:6][CH:2]([NH:1][C:39](=[O:40])[C:38]4[C:42]([CH3:47])=[CH:43][C:44]([CH3:46])=[CH:45][C:37]=4[CH3:36])[C:3]([OH:5])=[O:4])=[CH:12][CH:11]=3)[O:14][CH:15]=2)[CH:25]=1. (10) Given the reactants CCOC(/N=N/C(OCC)=O)=O.[F:13][C:14]1[C:22]([O:23][C:24]2[C:33]3[C:28](=[CH:29][C:30]([OH:36])=[C:31]([O:34][CH3:35])[CH:32]=3)[N:27]=[N:26][CH:25]=2)=[CH:21][CH:20]=[C:19]2[C:15]=1[CH:16]=[C:17]([CH3:37])[NH:18]2.[Br:38][CH2:39][CH2:40][CH2:41]O.C1(P(C2C=CC=CC=2)C2C=CC=CC=2)C=CC=CC=1, predict the reaction product. The product is: [Br:38][CH2:39][CH2:40][CH2:41][O:36][C:30]1[CH:29]=[C:28]2[C:33]([C:24]([O:23][C:22]3[C:14]([F:13])=[C:15]4[C:19](=[CH:20][CH:21]=3)[NH:18][C:17]([CH3:37])=[CH:16]4)=[CH:25][N:26]=[N:27]2)=[CH:32][C:31]=1[O:34][CH3:35].